Dataset: Forward reaction prediction with 1.9M reactions from USPTO patents (1976-2016). Task: Predict the product of the given reaction. (1) Given the reactants [CH2:1]([N:8]1[CH2:13][C:12]([C:14]2[CH:19]=[CH:18][C:17]([Cl:20])=[C:16]([Cl:21])[CH:15]=2)=[C:11]([C:22]([O:24]CC)=[O:23])[CH2:10][CH2:9]1)[C:2]1[CH:7]=[CH:6][CH:5]=[CH:4][CH:3]=1, predict the reaction product. The product is: [ClH:20].[CH2:1]([N:8]1[CH2:13][C:12]([C:14]2[CH:19]=[CH:18][C:17]([Cl:20])=[C:16]([Cl:21])[CH:15]=2)=[C:11]([C:22]([OH:24])=[O:23])[CH2:10][CH2:9]1)[C:2]1[CH:7]=[CH:6][CH:5]=[CH:4][CH:3]=1. (2) Given the reactants [NH2:1][C:2]1[C:7]2[CH:8]=[CH:9][N:10]([CH2:11][C:12]([N:14]([CH3:16])[CH3:15])=[O:13])[C:6]=2[CH:5]=[CH:4][N:3]=1.[H-].[Na+].Cl[C:20]1[S:21][C:22]([C:25]#[N:26])=[CH:23][N:24]=1.CN(C=O)C, predict the reaction product. The product is: [C:25]([C:22]1[S:21][C:20]([NH:1][C:2]2[C:7]3[CH:8]=[CH:9][N:10]([CH2:11][C:12]([N:14]([CH3:16])[CH3:15])=[O:13])[C:6]=3[CH:5]=[CH:4][N:3]=2)=[N:24][CH:23]=1)#[N:26]. (3) Given the reactants [CH3:1][O:2][C@H:3]1[O:8][C@H:7]([CH2:9][OH:10])[C@@H:6]([OH:11])[C@H:5]([OH:12])[C@H:4]1[OH:13].CO[CH:16](OC)[C:17]1[CH:22]=[CH:21][CH:20]=[CH:19][CH:18]=1.C12(CS(O)(=O)=O)C(C)(C)C(CC1)CC2=O.C(N(CC)CC)C, predict the reaction product. The product is: [CH3:1][O:2][C@H:3]1[O:8][C@@H:7]2[CH2:9][O:10][C@@H:16]([C:17]3[CH:22]=[CH:21][CH:20]=[CH:19][CH:18]=3)[O:11][C@H:6]2[C@H:5]([OH:12])[C@H:4]1[OH:13].